Dataset: Forward reaction prediction with 1.9M reactions from USPTO patents (1976-2016). Task: Predict the product of the given reaction. Given the reactants P(Cl)(Cl)(Cl)=O.[CH3:6][N:7]1[C:11]2=[N:12][CH:13]=[CH:14][CH:15]=[C:10]2[CH:9]=[CH:8]1.[C:16](=O)(O)[O-:17].[Na+], predict the reaction product. The product is: [CH3:6][N:7]1[C:11]2=[N:12][CH:13]=[CH:14][CH:15]=[C:10]2[C:9]([CH:16]=[O:17])=[CH:8]1.